This data is from Reaction yield outcomes from USPTO patents with 853,638 reactions. The task is: Predict the reaction yield, written as a fraction of the theoretical maximum amount of product (1.0 means a 100% yield; for example, 0.34 means a 34% yield). (1) The reactants are [C:1]([C:3]1[CH:8]=[CH:7][N:6]=[C:5]([NH:9][NH:10]/[CH:11]=[C:12](\[CH3:18])/[C:13](OCC)=[O:14])[CH:4]=1)#[N:2].CC([O-])(C)C.[K+]. The catalyst is C(O)C. The product is [OH:14][C:13]1[N:9]([C:5]2[CH:4]=[C:3]([C:1]#[N:2])[CH:8]=[CH:7][N:6]=2)[N:10]=[CH:11][C:12]=1[CH3:18]. The yield is 0.740. (2) The reactants are [Cl:1][C:2]1[N:11]=[CH:10][C:9]2[NH:8][C:7](=O)[C@@H](CC)[N:5]([CH:15]3[CH2:19][CH2:18][CH2:17][CH2:16]3)[C:4]=2[N:3]=1.[NH2:20][NH2:21].[CH2:22]1[CH2:26]O[CH2:24][CH2:23]1.C(OCC)(=O)C. The catalyst is P(Cl)(Cl)(Cl)=O. The product is [Cl:1][C:2]1[N:11]=[CH:10][C:9]2[N:8]3[CH:7]=[N:20][N:21]=[C:24]3[C@@H:23]([CH2:22][CH3:26])[N:5]([CH:15]3[CH2:19][CH2:18][CH2:17][CH2:16]3)[C:4]=2[N:3]=1. The yield is 0.630. (3) The reactants are [Cl:1][C:2]1[C:3]([O:9][C:10]2[CH:15]=[C:14]([O:16][CH2:17][CH2:18][O:19][CH3:20])[CH:13]=[CH:12][C:11]=2[CH2:21][CH2:22][C:23](OCC)=[O:24])=[N:4][CH:5]=[C:6]([Cl:8])[CH:7]=1.[H-].C([Al+]CC(C)C)C(C)C.CO.O. The catalyst is C(OCC)C.C1(C)C=CC=CC=1. The product is [Cl:1][C:2]1[C:3]([O:9][C:10]2[CH:15]=[C:14]([O:16][CH2:17][CH2:18][O:19][CH3:20])[CH:13]=[CH:12][C:11]=2[CH2:21][CH2:22][CH2:23][OH:24])=[N:4][CH:5]=[C:6]([Cl:8])[CH:7]=1. The yield is 0.810. (4) The reactants are [NH2:1][C:2]1[N:7]=[CH:6][C:5]([C:8]2[CH:9]=[N:10][N:11]([CH2:13][C:14]3([OH:27])[CH2:19][CH2:18][N:17](C(OC(C)(C)C)=O)[CH2:16][CH2:15]3)[CH:12]=2)=[CH:4][C:3]=1[O:28][CH:29]([C:31]1[C:36]([Cl:37])=[CH:35][CH:34]=[C:33]([F:38])[C:32]=1[Cl:39])[CH3:30].Cl.O1CCOCC1. The catalyst is C(Cl)Cl. The product is [NH2:1][C:2]1[N:7]=[CH:6][C:5]([C:8]2[CH:9]=[N:10][N:11]([CH2:13][C:14]3([OH:27])[CH2:19][CH2:18][NH:17][CH2:16][CH2:15]3)[CH:12]=2)=[CH:4][C:3]=1[O:28][CH:29]([C:31]1[C:36]([Cl:37])=[CH:35][CH:34]=[C:33]([F:38])[C:32]=1[Cl:39])[CH3:30]. The yield is 0.630. (5) The reactants are [N+:1]([C:4]1[N:5]=[CH:6][N:7]([CH:9]2[CH2:12][CH:11]([OH:13])[CH2:10]2)[CH:8]=1)([O-:3])=[O:2].CCN(CC)CC.[C:21]1([CH3:31])[CH:26]=[CH:25][C:24]([S:27](Cl)(=[O:29])=[O:28])=[CH:23][CH:22]=1. The catalyst is C(Cl)Cl. The product is [N+:1]([C:4]1[N:5]=[CH:6][N:7]([C@H:9]2[CH2:10][C@H:11]([O:13][S:27]([C:24]3[CH:25]=[CH:26][C:21]([CH3:31])=[CH:22][CH:23]=3)(=[O:29])=[O:28])[CH2:12]2)[CH:8]=1)([O-:3])=[O:2]. The yield is 0.370. (6) The reactants are [CH2:1]([O:8][C:9]1[C:14]([F:15])=[CH:13][C:12]([F:16])=[CH:11][C:10]=1Br)[C:2]1[CH:7]=[CH:6][CH:5]=[CH:4][CH:3]=1.[Li]CCCC.CCCCCC.CON(C)[C:32]([C@@H:34]1[CH2:39][CH2:38][CH2:37][N:36]([C:40]([O:42][C:43]([CH3:46])([CH3:45])[CH3:44])=[O:41])[CH2:35]1)=[O:33]. The catalyst is C1COCC1. The product is [CH2:1]([O:8][C:9]1[C:14]([F:15])=[CH:13][C:12]([F:16])=[CH:11][C:10]=1[C:32]([C@@H:34]1[CH2:39][CH2:38][CH2:37][N:36]([C:40]([O:42][C:43]([CH3:46])([CH3:45])[CH3:44])=[O:41])[CH2:35]1)=[O:33])[C:2]1[CH:7]=[CH:6][CH:5]=[CH:4][CH:3]=1. The yield is 0.320. (7) The reactants are [CH2:1]([N:8]=[C:9]=[O:10])[CH2:2][CH2:3][CH2:4][CH2:5][CH2:6][CH3:7].[Br:11][C:12]1[CH:13]=[C:14](CN)[CH:15]=[CH:16][CH:17]=1.[CH2:20]([N:22](CC)CC)C.O. The catalyst is O1CCCC1. The product is [Br:11][C:12]1[CH:13]=[C:14]([N:22]([CH3:20])[C:9]([NH:8][CH2:1][CH2:2][CH2:3][CH2:4][CH2:5][CH2:6][CH3:7])=[O:10])[CH:15]=[CH:16][CH:17]=1. The yield is 0.770. (8) The reactants are O[CH2:2][C:3]([C:5]1[CH:10]=[CH:9][CH:8]=[CH:7][CH:6]=1)=[O:4].N1[CH:16]=[CH:15][C:14]([CH:17]=O)=[CH:13][CH:12]=1.O([CH3:21])[Na]. The catalyst is C1COCC1. The product is [C:14]1([CH:17]=[CH:2][C:3]([C:5]2[CH:10]=[CH:9][CH:8]=[CH:7][CH:6]=2)=[O:4])[CH:15]=[CH:16][CH:21]=[CH:12][CH:13]=1. The yield is 0.290. (9) The reactants are [CH3:1][C@:2]12[C:8]([CH3:10])([CH3:9])[C@H:5]([CH2:6][CH2:7]1)[CH:4]([C:11](Cl)=[O:12])[C:3]2=O.C(N(CC)CC)C.C(OC([N:29]([CH2:41][C:42]1[CH:47]=[CH:46][CH:45]=[CH:44][CH:43]=1)[NH:30][C:31]1[CH:40]=[CH:39][C:38]2[C:33](=[CH:34][CH:35]=[CH:36][CH:37]=2)[CH:32]=1)=O)(C)(C)C.Cl.O1CCOCC1. The catalyst is ClCCCl. The product is [CH2:41]([N:29]1[C:3]2[C@@:2]3([CH3:1])[C:8]([CH3:10])([CH3:9])[C@H:5]([CH2:6][CH2:7]3)[C:4]=2[C:11](=[O:12])[N:30]1[C:31]1[CH:40]=[CH:39][C:38]2[C:33](=[CH:34][CH:35]=[CH:36][CH:37]=2)[CH:32]=1)[C:42]1[CH:43]=[CH:44][CH:45]=[CH:46][CH:47]=1. The yield is 0.160.